This data is from Reaction yield outcomes from USPTO patents with 853,638 reactions. The task is: Predict the reaction yield, written as a fraction of the theoretical maximum amount of product (1.0 means a 100% yield; for example, 0.34 means a 34% yield). (1) The reactants are [Cl:1][C:2]1[CH:3]=[C:4]([C:9]([C:11]2[CH:16]=[CH:15][CH:14]=[CH:13][CH:12]=2)=[O:10])[CH:5]=[CH:6][C:7]=1[Cl:8].[BH4-].[Na+]. The catalyst is CCO. The product is [Cl:1][C:2]1[CH:3]=[C:4]([CH:9]([C:11]2[CH:12]=[CH:13][CH:14]=[CH:15][CH:16]=2)[OH:10])[CH:5]=[CH:6][C:7]=1[Cl:8]. The yield is 1.00. (2) The reactants are [F:1][C:2]1[CH:3]=[CH:4][C:5]([O:10][C:11]2[CH:12]=[C:13]3[C:17](=[CH:18][CH:19]=2)[NH:16][N:15]=[CH:14]3)=[C:6]([CH:9]=1)[C:7]#[N:8].Br[CH2:21][CH:22]([O:25][CH3:26])[O:23][CH3:24].[H-].[Na+]. The catalyst is CN(C=O)C.[I-].C([N+](CCCC)(CCCC)CCCC)CCC.O. The product is [CH3:24][O:23][CH:22]([O:25][CH3:26])[CH2:21][N:16]1[C:17]2[C:13](=[CH:12][C:11]([O:10][C:5]3[CH:4]=[CH:3][C:2]([F:1])=[CH:9][C:6]=3[C:7]#[N:8])=[CH:19][CH:18]=2)[CH:14]=[N:15]1. The yield is 0.490. (3) The reactants are I[C:2]1[CH:7]=[CH:6][C:5]([C:8]2[N:9]([C:18]3[CH:19]=[CH:20][C:21]([CH3:24])=[N:22][CH:23]=3)[CH:10]=[C:11]([C:13]3[S:14][CH:15]=[CH:16][N:17]=3)[N:12]=2)=[CH:4][CH:3]=1.[NH2:25][C:26]1[C:31]([N+:32]([O-:34])=[O:33])=[CH:30][CH:29]=[CH:28][N:27]=1.C([O-])([O-])=O.[Cs+].[Cs+].[I-]. The catalyst is C1C=CC(/C=C/C(/C=C/C2C=CC=CC=2)=O)=CC=1.C1C=CC(/C=C/C(/C=C/C2C=CC=CC=2)=O)=CC=1.C1C=CC(/C=C/C(/C=C/C2C=CC=CC=2)=O)=CC=1.[Pd].[Pd].C1(P(C2C=CC=CC=2)C2C3OC4C(=CC=CC=4P(C4C=CC=CC=4)C4C=CC=CC=4)C(C)(C)C=3C=CC=2)C=CC=CC=1.O1CCOCC1. The product is [CH3:24][C:21]1[N:22]=[CH:23][C:18]([N:9]2[CH:10]=[C:11]([C:13]3[S:14][CH:15]=[CH:16][N:17]=3)[N:12]=[C:8]2[C:5]2[CH:6]=[CH:7][C:2]([NH:25][C:26]3[C:31]([N+:32]([O-:34])=[O:33])=[CH:30][CH:29]=[CH:28][N:27]=3)=[CH:3][CH:4]=2)=[CH:19][CH:20]=1. The yield is 0.700. (4) The reactants are [Cl:1][C:2]1[CH:7]=[CH:6][CH:5]=[C:4]([Cl:8])[C:3]=1[C:9](=[O:20])[C:10]([NH:12][CH2:13][C:14]1[N:19]=[CH:18][CH:17]=[CH:16][N:15]=1)=O. The catalyst is O=P(Cl)(Cl)Cl. The product is [Cl:1][C:2]1[CH:7]=[CH:6][CH:5]=[C:4]([Cl:8])[C:3]=1[C:9]([C:10]1[N:15]2[CH:16]=[CH:17][CH:18]=[N:19][C:14]2=[CH:13][N:12]=1)=[O:20]. The yield is 0.430. (5) The reactants are [Cl:1][CH2:2][C:3]([NH:5][C:6]1[N:10]([CH:11]2[CH2:15][CH2:14][CH2:13][CH2:12]2)[CH:9]=[N:8][C:7]=1[C:16]([NH2:18])=[O:17])=O.C(=O)(O)[O-].[Na+]. The catalyst is O. The product is [Cl:1][CH2:2][C:3]1[NH:18][C:16](=[O:17])[C:7]2[N:8]=[CH:9][N:10]([CH:11]3[CH2:15][CH2:14][CH2:13][CH2:12]3)[C:6]=2[N:5]=1. The yield is 0.540. (6) The reactants are C[O:2][C:3]([C:5]1[CH:15]=[CH:14][C:8]2[O:9][C:10]([F:13])([F:12])[O:11][C:7]=2[CH:6]=1)=O.[H-].[Al+3].[Li+].[H-].[H-].[H-].O.[OH-].[Na+]. The catalyst is O1CCCC1. The product is [F:13][C:10]1([F:12])[O:9][C:8]2[CH:14]=[CH:15][C:5]([CH2:3][OH:2])=[CH:6][C:7]=2[O:11]1. The yield is 0.760.